From a dataset of Forward reaction prediction with 1.9M reactions from USPTO patents (1976-2016). Predict the product of the given reaction. (1) Given the reactants [CH3:1][O:2][NH:3][C:4]([C:6]1[C:7](=[O:29])[C:8]2[CH:13]=[N:12][C:11](S(C)(=O)=O)=[N:10][C:9]=2[N:18]([C:20]2[CH:21]=[C:22]3[C:26](=[CH:27][CH:28]=2)[CH2:25][CH2:24][CH2:23]3)[CH:19]=1)=[O:5].[CH3:30][CH:31]1[NH:36][CH:35]([CH3:37])[CH2:34][N:33]([C:38]2[CH:39]=[C:40]([NH2:44])[CH:41]=[CH:42][CH:43]=2)[CH2:32]1, predict the reaction product. The product is: [CH3:1][O:2][NH:3][C:4]([C:6]1[C:7](=[O:29])[C:8]2[CH:13]=[N:12][C:11]([NH:44][C:40]3[CH:41]=[CH:42][CH:43]=[C:38]([N:33]4[CH2:32][CH:31]([CH3:30])[NH:36][CH:35]([CH3:37])[CH2:34]4)[CH:39]=3)=[N:10][C:9]=2[N:18]([C:20]2[CH:21]=[C:22]3[C:26](=[CH:27][CH:28]=2)[CH2:25][CH2:24][CH2:23]3)[CH:19]=1)=[O:5]. (2) Given the reactants C([O:3][C:4]([C:6]1[C:7]([CH2:15][CH3:16])=[N:8][N:9]2[CH:14]=[CH:13][CH:12]=[CH:11][C:10]=12)=O)C.[H-].[Al+3].[Li+].[H-].[H-].[H-].O, predict the reaction product. The product is: [CH2:15]([C:7]1[C:6]([CH2:4][OH:3])=[C:10]2[CH:11]=[CH:12][CH:13]=[CH:14][N:9]2[N:8]=1)[CH3:16]. (3) Given the reactants [OH:1][CH:2]([C:4]1[NH:5][C:6]([C:10]2[C:11]([CH3:21])=[CH:12][C:13](C)=[C:14]([CH:19]=2)[C:15]([O:17][CH3:18])=[O:16])=[C:7]([CH3:9])[N:8]=1)[CH3:3].CC1C=CC(C(OC)=O)=CC=1B1OC(C)(C)C(C)(C)O1.CC1C=C(C)C(B2OC(C)(C)C(C)(C)O2)=CC=1C(OC)=O, predict the reaction product. The product is: [OH:1][CH:2]([C:4]1[NH:5][C:6]([C:10]2[CH:19]=[C:14]([CH:13]=[CH:12][C:11]=2[CH3:21])[C:15]([O:17][CH3:18])=[O:16])=[C:7]([CH3:9])[N:8]=1)[CH3:3]. (4) Given the reactants [CH:1]1([N:7]([CH2:21][CH2:22][N:23]2[CH:27]=[CH:26][N:25]=[CH:24]2)[CH:8]2[CH2:13][CH2:12][N:11](C(OC(C)(C)C)=O)[CH2:10][CH2:9]2)[CH2:6][CH2:5][CH2:4][CH2:3][CH2:2]1, predict the reaction product. The product is: [CH:1]1([N:7]([CH2:21][CH2:22][N:23]2[CH:27]=[CH:26][N:25]=[CH:24]2)[CH:8]2[CH2:9][CH2:10][NH:11][CH2:12][CH2:13]2)[CH2:2][CH2:3][CH2:4][CH2:5][CH2:6]1. (5) Given the reactants [CH3:1][S:2][C:3]1[CH:8]=[CH:7][C:6]([C:9]2[N:10]=[C:11]([CH:14]3[CH2:19][CH2:18][N:17]([C:20]([O:22][C:23]([CH3:26])([CH3:25])[CH3:24])=[O:21])[CH2:16][CH2:15]3)[O:12][CH:13]=2)=[CH:5][CH:4]=1.[Br:27]N1C(=O)CCC1=O, predict the reaction product. The product is: [Br:27][C:13]1[O:12][C:11]([CH:14]2[CH2:15][CH2:16][N:17]([C:20]([O:22][C:23]([CH3:26])([CH3:25])[CH3:24])=[O:21])[CH2:18][CH2:19]2)=[N:10][C:9]=1[C:6]1[CH:7]=[CH:8][C:3]([S:2][CH3:1])=[CH:4][CH:5]=1. (6) Given the reactants [NH:1]1[CH2:6][CH2:5][O:4][CH2:3][CH2:2]1.Cl[C:8]1[N:13]=[CH:12][C:11]([C:14]2[N:19]=[C:18]([NH:20][C:21]3[CH:26]=[C:25]([O:27][CH3:28])[C:24]([O:29][CH3:30])=[C:23]([O:31][CH3:32])[CH:22]=3)[C:17]3=[C:33]([CH3:37])[N:34]=[C:35]([CH3:36])[N:16]3[N:15]=2)=[CH:10][CH:9]=1.C(=O)([O-])[O-].[K+].[K+], predict the reaction product. The product is: [CH3:37][C:33]1[N:34]=[C:35]([CH3:36])[N:16]2[C:17]=1[C:18]([NH:20][C:21]1[CH:26]=[C:25]([O:27][CH3:28])[C:24]([O:29][CH3:30])=[C:23]([O:31][CH3:32])[CH:22]=1)=[N:19][C:14]([C:11]1[CH:12]=[N:13][C:8]([N:1]3[CH2:6][CH2:5][O:4][CH2:3][CH2:2]3)=[CH:9][CH:10]=1)=[N:15]2. (7) Given the reactants Cl[C:2]([O:4][CH2:5][C:6]1[CH:11]=[CH:10][CH:9]=[CH:8][CH:7]=1)=[O:3].[C:12]([O:16][C:17](=[O:42])[NH:18][C:19]1[C:20]([NH:31][C:32](=[O:41])[C:33]2[CH:38]=[CH:37][C:36]([CH2:39][NH2:40])=[CH:35][CH:34]=2)=[N:21][C:22]([C:25]2[CH:30]=[CH:29][CH:28]=[CH:27][CH:26]=2)=[CH:23][CH:24]=1)([CH3:15])([CH3:14])[CH3:13].CCN(C(C)C)C(C)C.O, predict the reaction product. The product is: [CH2:5]([O:4][C:2](=[O:3])[NH:40][CH2:39][C:36]1[CH:37]=[CH:38][C:33]([C:32]([NH:31][C:20]2[C:19]([NH:18][C:17]([O:16][C:12]([CH3:15])([CH3:14])[CH3:13])=[O:42])=[CH:24][CH:23]=[C:22]([C:25]3[CH:26]=[CH:27][CH:28]=[CH:29][CH:30]=3)[N:21]=2)=[O:41])=[CH:34][CH:35]=1)[C:6]1[CH:11]=[CH:10][CH:9]=[CH:8][CH:7]=1. (8) The product is: [Cl:14][C:10]1[N:9]=[C:8]([C:6]2[N:7]=[C:2]([NH:30][CH:27]3[CH2:28][CH2:29][C:24]([F:31])([F:23])[CH2:25][CH2:26]3)[CH:3]=[C:4]([NH:15][C@H:16]([CH3:21])[C:17]([F:20])([F:19])[F:18])[N:5]=2)[CH:13]=[CH:12][CH:11]=1. Given the reactants Cl[C:2]1[N:7]=[C:6]([C:8]2[CH:13]=[CH:12][CH:11]=[C:10]([Cl:14])[N:9]=2)[N:5]=[C:4]([NH:15][C@H:16]([CH3:21])[C:17]([F:20])([F:19])[F:18])[CH:3]=1.Cl.[F:23][C:24]1([F:31])[CH2:29][CH2:28][CH:27]([NH2:30])[CH2:26][CH2:25]1.[F-].[Cs+].CCN(C(C)C)C(C)C, predict the reaction product.